The task is: Regression. Given two drug SMILES strings and cell line genomic features, predict the synergy score measuring deviation from expected non-interaction effect.. This data is from NCI-60 drug combinations with 297,098 pairs across 59 cell lines. (1) Drug 2: CC1C(C(CC(O1)OC2CC(OC(C2O)C)OC3=CC4=CC5=C(C(=O)C(C(C5)C(C(=O)C(C(C)O)O)OC)OC6CC(C(C(O6)C)O)OC7CC(C(C(O7)C)O)OC8CC(C(C(O8)C)O)(C)O)C(=C4C(=C3C)O)O)O)O. Synergy scores: CSS=33.9, Synergy_ZIP=2.76, Synergy_Bliss=4.49, Synergy_Loewe=-7.03, Synergy_HSA=3.61. Cell line: RPMI-8226. Drug 1: CCN(CC)CCNC(=O)C1=C(NC(=C1C)C=C2C3=C(C=CC(=C3)F)NC2=O)C. (2) Drug 1: CC12CCC3C(C1CCC2=O)CC(=C)C4=CC(=O)C=CC34C. Drug 2: C1=CN(C=N1)CC(O)(P(=O)(O)O)P(=O)(O)O. Cell line: HOP-92. Synergy scores: CSS=4.69, Synergy_ZIP=-13.9, Synergy_Bliss=-27.8, Synergy_Loewe=-27.6, Synergy_HSA=-27.4. (3) Drug 1: CC1=C(C(CCC1)(C)C)C=CC(=CC=CC(=CC(=O)O)C)C. Drug 2: C1C(C(OC1N2C=NC3=C2NC=NCC3O)CO)O. Cell line: HL-60(TB). Synergy scores: CSS=35.8, Synergy_ZIP=1.68, Synergy_Bliss=0.726, Synergy_Loewe=-6.61, Synergy_HSA=0.646. (4) Drug 1: C1=C(C(=O)NC(=O)N1)F. Drug 2: C1=NC2=C(N=C(N=C2N1C3C(C(C(O3)CO)O)O)F)N. Cell line: MALME-3M. Synergy scores: CSS=38.2, Synergy_ZIP=1.43, Synergy_Bliss=3.07, Synergy_Loewe=3.52, Synergy_HSA=4.94.